This data is from Forward reaction prediction with 1.9M reactions from USPTO patents (1976-2016). The task is: Predict the product of the given reaction. (1) Given the reactants Br[C:2]1[CH:3]=[CH:4][C:5]([O:39][CH3:40])=[C:6]([CH:38]=1)[CH2:7][N:8]([C:24]([C:26]1[S:30][C:29]2[C:31]([F:36])=[CH:32][CH:33]=[C:34]([F:35])[C:28]=2[C:27]=1[Cl:37])=[O:25])[CH:9]1[CH2:14][CH2:13][CH:12]([N:15]([CH3:23])[C:16](=[O:22])[O:17][C:18]([CH3:21])([CH3:20])[CH3:19])[CH2:11][CH2:10]1.[CH2:41]([S:43]([C:46]1[CH:51]=[CH:50][C:49](B(O)O)=[CH:48][CH:47]=1)(=[O:45])=[O:44])[CH3:42], predict the reaction product. The product is: [Cl:37][C:27]1[C:28]2[C:34]([F:35])=[CH:33][CH:32]=[C:31]([F:36])[C:29]=2[S:30][C:26]=1[C:24]([N:8]([CH2:7][C:6]1[CH:38]=[C:2]([C:49]2[CH:48]=[CH:47][C:46]([S:43]([CH2:41][CH3:42])(=[O:45])=[O:44])=[CH:51][CH:50]=2)[CH:3]=[CH:4][C:5]=1[O:39][CH3:40])[CH:9]1[CH2:10][CH2:11][CH:12]([N:15]([CH3:23])[C:16](=[O:22])[O:17][C:18]([CH3:20])([CH3:19])[CH3:21])[CH2:13][CH2:14]1)=[O:25]. (2) Given the reactants [CH:1]([C:4]1[CH:11]=[CH:10][C:7]([CH:8]=O)=[CH:6][CH:5]=1)([CH3:3])[CH3:2].[CH3:12][O:13][C:14](=[O:22])[C:15]1[CH:20]=[CH:19][C:18]([NH2:21])=[N:17][CH:16]=1.C([O:25][C:26](=O)[C:27]([OH:38])=[CH:28][C:29](=[O:37])[C:30]1[CH:35]=[CH:34][C:33]([CH3:36])=[CH:32][CH:31]=1)C, predict the reaction product. The product is: [CH3:12][O:13][C:14](=[O:22])[C:15]1[CH:20]=[CH:19][C:18]([N:21]2[CH:8]([C:7]3[CH:10]=[CH:11][C:4]([CH:1]([CH3:3])[CH3:2])=[CH:5][CH:6]=3)[C:28]([C:29](=[O:37])[C:30]3[CH:35]=[CH:34][C:33]([CH3:36])=[CH:32][CH:31]=3)=[C:27]([OH:38])[C:26]2=[O:25])=[N:17][CH:16]=1. (3) Given the reactants [H-].[Na+].OC1C=C([NH:10][CH2:11][C:12]2[CH:13]=[N:14][CH:15]=[CH:16][CH:17]=2)C=CC=1.Br[CH:19]1[CH2:22][CH2:21][CH2:20]1.CN([CH:26]=[O:27])C, predict the reaction product. The product is: [CH:19]1([O:27][C:26]2[CH:11]=[C:12]([C:17]3[CH:16]=[CH:15][N:14]=[CH:13][C:12]=3[CH2:11][NH2:10])[CH:17]=[CH:16][CH:15]=2)[CH2:22][CH2:21][CH2:20]1. (4) Given the reactants [N+:1]([C:4]1[CH:12]=[C:11]2[C:7]([C:8](I)=[N:9][N:10]2[CH2:13][O:14][CH2:15][CH2:16][Si:17]([CH3:20])([CH3:19])[CH3:18])=[CH:6][CH:5]=1)([O-:3])=[O:2].B(O)O.[O:25]1[CH2:30][CH2:29][O:28][CH2:27]C1.[OH-].[Na+], predict the reaction product. The product is: [O:25]1[C:30]2[CH:5]=[CH:6][C:7]([CH:11]=[CH:12][C:8]3[C:7]4[C:11](=[CH:12][C:4]([N+:1]([O-:3])=[O:2])=[CH:5][CH:6]=4)[N:10]([CH2:13][O:14][CH2:15][CH2:16][Si:17]([CH3:20])([CH3:19])[CH3:18])[N:9]=3)=[CH:8][C:29]=2[O:28][CH2:27]1. (5) Given the reactants [F:1][C:2]1[CH:3]=[CH:4][C:5]([O:20][CH3:21])=[C:6]([C:8]([CH3:19])([CH3:18])[CH2:9][C:10]([OH:17])([C:13]([F:16])([F:15])[F:14])[CH:11]=O)[CH:7]=1.[C:22]([NH:25][C:26]1[CH:35]=[CH:34][C:33]2[C:28](=[CH:29][CH:30]=[CH:31][C:32]=2[NH2:36])[N:27]=1)(=[O:24])[CH3:23], predict the reaction product. The product is: [C:22]([NH:25][C:26]1[CH:35]=[CH:34][C:33]2[C:28](=[CH:29][CH:30]=[CH:31][C:32]=2[NH:36][CH2:11][C:10]([C:13]([F:14])([F:16])[F:15])([OH:17])[CH2:9][C:8]([C:6]2[CH:7]=[C:2]([F:1])[CH:3]=[CH:4][C:5]=2[O:20][CH3:21])([CH3:18])[CH3:19])[N:27]=1)(=[O:24])[CH3:23].